From a dataset of Full USPTO retrosynthesis dataset with 1.9M reactions from patents (1976-2016). Predict the reactants needed to synthesize the given product. (1) Given the product [CH3:1][C:2]1[CH:7]=[CH:6][N:5]=[C:4]([NH:8][C:9]2[N:10]=[C:11]([C:15]3[O:19][C:18]([CH:21]=[CH:22][C:23]4[CH:30]=[CH:29][C:26]([C:27]#[N:28])=[CH:25][CH:24]=4)=[N:17][CH:16]=3)[CH:12]=[CH:13][CH:14]=2)[CH:3]=1, predict the reactants needed to synthesize it. The reactants are: [CH3:1][C:2]1[CH:7]=[CH:6][N:5]=[C:4]([NH:8][C:9]2[CH:14]=[CH:13][CH:12]=[C:11]([C:15]3[O:19][CH:18]=[N:17][CH:16]=3)[N:10]=2)[CH:3]=1.Br[CH:21]=[CH:22][C:23]1[CH:30]=[CH:29][C:26]([C:27]#[N:28])=[CH:25][CH:24]=1.O(C(C)(C)C)[Li].O1CCOCC1. (2) Given the product [F:18][C:15]1[CH:14]=[CH:13][C:12]([CH2:11][N:10]2[C:35](=[O:36])[C:34]([C:29]3[NH:28][C:27]4[CH:38]=[CH:39][C:24]([NH:23][S:20]([CH3:19])(=[O:22])=[O:21])=[CH:25][C:26]=4[S:31](=[O:33])(=[O:32])[N:30]=3)=[C:4]([OH:5])[C:6]3([CH2:7][CH2:8]3)[CH2:9]2)=[CH:17][CH:16]=1, predict the reactants needed to synthesize it. The reactants are: C(O[C:4]([C:6]1([CH2:9][NH:10][CH2:11][C:12]2[CH:17]=[CH:16][C:15]([F:18])=[CH:14][CH:13]=2)[CH2:8][CH2:7]1)=[O:5])C.[CH3:19][S:20]([NH:23][C:24]1[CH:39]=[CH:38][C:27]2[NH:28][C:29]([CH2:34][C:35](O)=[O:36])=[N:30][S:31](=[O:33])(=[O:32])[C:26]=2[CH:25]=1)(=[O:22])=[O:21].CN1CCOCC1.Cl.CN(C)CCCN=C=NCC.[O-]CC.[Na+].C(O)C.